From a dataset of Full USPTO retrosynthesis dataset with 1.9M reactions from patents (1976-2016). Predict the reactants needed to synthesize the given product. (1) Given the product [CH3:1][C:2]1[CH:10]=[CH:9][C:8]2[N:7]([CH2:33][CH2:34][C:35]3[CH:36]=[N:37][C:38]([CH3:41])=[CH:39][CH:40]=3)[C:6]3[CH2:11][CH2:12][N:13]([CH2:15][C:16]([F:17])([F:19])[F:18])[CH2:14][C:5]=3[C:4]=2[CH:3]=1, predict the reactants needed to synthesize it. The reactants are: [CH3:1][C:2]1[CH:10]=[CH:9][C:8]2[NH:7][C:6]3[CH2:11][CH2:12][N:13]([CH2:15][C:16]([F:19])([F:18])[F:17])[CH2:14][C:5]=3[C:4]=2[CH:3]=1.[H-].[Na+].CC1C=CC(S(O[CH2:33][CH2:34][C:35]2[CH:36]=[N:37][C:38]([CH3:41])=[CH:39][CH:40]=2)(=O)=O)=CC=1. (2) The reactants are: C([O:3][C:4](=[O:30])[CH2:5][NH:6][C:7](=[O:29])[CH2:8][O:9][N:10]=[C:11]1[C:23]2[C:18](=[N:19][C:20]([C:26](=[O:28])[NH2:27])=[C:21]([C:24]#[N:25])[N:22]=2)[C:17]2[CH:16]=[CH:15][CH:14]=[CH:13][C:12]1=2)C.O[Li].O.Cl. Given the product [C:26]([C:20]1[N:19]=[C:18]2[C:17]3[CH:16]=[CH:15][CH:14]=[CH:13][C:12]=3[C:11](=[N:10][O:9][CH2:8][C:7]([NH:6][CH2:5][C:4]([OH:30])=[O:3])=[O:29])[C:23]2=[N:22][C:21]=1[C:24]#[N:25])(=[O:28])[NH2:27], predict the reactants needed to synthesize it.